From a dataset of Forward reaction prediction with 1.9M reactions from USPTO patents (1976-2016). Predict the product of the given reaction. (1) Given the reactants [NH2:1][C:2]([CH3:46])([CH3:45])[CH2:3][NH:4][C:5]([C:7]1[N:15]=[C:14]2[C:10]([N:11]=[CH:12][N:13]2[C@@H:16]2[CH2:20][C@H:19]([N:21]3[CH:25]=[C:24]([CH2:26][OH:27])[CH:23]=[N:22]3)[C@@H:18]([OH:28])[C@H:17]2[OH:29])=[C:9]([NH:30][CH2:31][CH:32]([C:39]2[CH:44]=[CH:43][CH:42]=[CH:41][CH:40]=2)[C:33]2[CH:38]=[CH:37][CH:36]=[CH:35][CH:34]=2)[N:8]=1)=[O:6].[F:47][C:48]([F:53])([F:52])[C:49]([OH:51])=[O:50].O[C@@H]1[C@H](O)[C@@H](N2C=C(C)C=N2)C[C@H]1N1C=NC2C1=NC(NC1CCC(N[C:99]([NH:101][CH:102]3[CH2:107][CH2:106][N:105]([C:108]4[CH:113]=[CH:112][CH:111]=[CH:110][N:109]=4)[CH2:104][CH2:103]3)=[O:100])CC1)=NC=2NCC(C1C=CC=CC=1)C1C=CC=CC=1, predict the reaction product. The product is: [F:47][C:48]([F:53])([F:52])[C:49]([OH:51])=[O:50].[CH3:45][C:2]([NH:1][C:99]([NH:101][CH:102]1[CH2:103][CH2:104][N:105]([C:108]2[CH:113]=[CH:112][CH:111]=[CH:110][N:109]=2)[CH2:106][CH2:107]1)=[O:100])([CH3:46])[CH2:3][NH:4][C:5]([C:7]1[N:15]=[C:14]2[C:10]([N:11]=[CH:12][N:13]2[C@@H:16]2[CH2:20][C@H:19]([N:21]3[CH:25]=[C:24]([CH2:26][OH:27])[CH:23]=[N:22]3)[C@@H:18]([OH:28])[C@H:17]2[OH:29])=[C:9]([NH:30][CH2:31][CH:32]([C:39]2[CH:40]=[CH:41][CH:42]=[CH:43][CH:44]=2)[C:33]2[CH:34]=[CH:35][CH:36]=[CH:37][CH:38]=2)[N:8]=1)=[O:6]. (2) The product is: [CH2:13]([NH:12][C:4]1[N:5]=[C:6]([NH:8][CH2:9][CH2:10][CH3:11])[N:7]=[C:2]([NH:17][OH:18])[N:3]=1)[CH2:14][CH3:15]. Given the reactants Cl[C:2]1[N:7]=[C:6]([NH:8][CH2:9][CH2:10][CH3:11])[N:5]=[C:4]([NH:12][CH2:13][CH2:14][CH3:15])[N:3]=1.Cl.[NH2:17][OH:18], predict the reaction product.